From a dataset of Full USPTO retrosynthesis dataset with 1.9M reactions from patents (1976-2016). Predict the reactants needed to synthesize the given product. (1) Given the product [Cl:5][C:6]1[N:10]([CH3:11])[N:9]=[C:8]([CH3:12])[C:7]=1[S:13]([NH:4][O:2][CH3:3])(=[O:14])=[O:15], predict the reactants needed to synthesize it. The reactants are: Cl.[O:2]([NH2:4])[CH3:3].[Cl:5][C:6]1[N:10]([CH3:11])[N:9]=[C:8]([CH3:12])[C:7]=1[S:13](Cl)(=[O:15])=[O:14].O. (2) Given the product [CH2:1]([N:8]1[C:17]2[C:12](=[CH:13][C:14]([NH:18][C:19]3[N:28]=[CH:27][C:26]([CH:29]4[CH2:31][CH2:30]4)=[CH:25][C:20]=3[C:21]([OH:23])=[O:22])=[CH:15][CH:16]=2)[CH2:11][CH2:10][CH2:9]1)[C:2]1[CH:3]=[CH:4][CH:5]=[CH:6][CH:7]=1, predict the reactants needed to synthesize it. The reactants are: [CH2:1]([N:8]1[C:17]2[C:12](=[CH:13][C:14]([NH:18][C:19]3[N:28]=[CH:27][C:26]([CH:29]4[CH2:31][CH2:30]4)=[CH:25][C:20]=3[C:21]([O:23]C)=[O:22])=[CH:15][CH:16]=2)[CH2:11][CH2:10][CH2:9]1)[C:2]1[CH:7]=[CH:6][CH:5]=[CH:4][CH:3]=1.[OH-].[Na+].